Dataset: Peptide-MHC class II binding affinity with 134,281 pairs from IEDB. Task: Regression. Given a peptide amino acid sequence and an MHC pseudo amino acid sequence, predict their binding affinity value. This is MHC class II binding data. (1) The peptide sequence is TPVNIIGRNLLTQIG. The MHC is DRB1_1101 with pseudo-sequence DRB1_1101. The binding affinity (normalized) is 0.460. (2) The peptide sequence is IRWLIEEVRHRLRIT. The MHC is DRB1_0802 with pseudo-sequence DRB1_0802. The binding affinity (normalized) is 0.314. (3) The peptide sequence is LPVPPTVTVFKIPKK. The MHC is HLA-DQA10501-DQB10301 with pseudo-sequence HLA-DQA10501-DQB10301. The binding affinity (normalized) is 0.149. (4) The peptide sequence is ASYFAADRILPELTE. The MHC is HLA-DQA10301-DQB10302 with pseudo-sequence HLA-DQA10301-DQB10302. The binding affinity (normalized) is 0.390. (5) The peptide sequence is EKKYFAATVFEPLAA. The MHC is HLA-DPA10103-DPB10401 with pseudo-sequence HLA-DPA10103-DPB10401. The binding affinity (normalized) is 1.00. (6) The peptide sequence is SFFEEVPNIIHEAIN. The MHC is DRB1_0405 with pseudo-sequence DRB1_0405. The binding affinity (normalized) is 0.